This data is from Full USPTO retrosynthesis dataset with 1.9M reactions from patents (1976-2016). The task is: Predict the reactants needed to synthesize the given product. (1) Given the product [CH:26]1([C:30]([NH:1][C:2]2[CH:3]=[C:4]([CH:22]=[C:23]([CH3:25])[N:24]=2)[C:5]([NH:7][CH:8]([C:10]2[CH:11]=[N:12][C:13]([O:16][CH2:17][C:18]([F:21])([F:19])[F:20])=[CH:14][CH:15]=2)[CH3:9])=[O:6])=[O:31])[CH2:29][CH2:28][CH2:27]1, predict the reactants needed to synthesize it. The reactants are: [NH2:1][C:2]1[CH:3]=[C:4]([CH:22]=[C:23]([CH3:25])[N:24]=1)[C:5]([NH:7][CH:8]([C:10]1[CH:11]=[N:12][C:13]([O:16][CH2:17][C:18]([F:21])([F:20])[F:19])=[CH:14][CH:15]=1)[CH3:9])=[O:6].[CH:26]1([C:30](Cl)=[O:31])[CH2:29][CH2:28][CH2:27]1. (2) Given the product [Cl:1][C:2]1[C:3]([N:8]2[C:12]([C:25]#[N:26])=[C:11]([C:14]([F:15])([F:17])[F:16])[C:10]([C:18]([F:23])([F:24])[C:19]([F:20])([F:21])[F:22])=[N:9]2)=[N:4][CH:5]=[CH:6][CH:7]=1, predict the reactants needed to synthesize it. The reactants are: [Cl:1][C:2]1[C:3]([N:8]2[C:12](F)=[C:11]([C:14]([F:17])([F:16])[F:15])[C:10]([C:18]([F:24])([F:23])[C:19]([F:22])([F:21])[F:20])=[N:9]2)=[N:4][CH:5]=[CH:6][CH:7]=1.[C-:25]#[N:26].[Na+].O.C(OCC)C. (3) Given the product [CH2:1]([N:8]([CH2:22][CH3:23])[C@H:9]1[C@H:13]([OH:14])[CH2:12][N:11]([C:15]([O:17][C:18]([CH3:21])([CH3:20])[CH3:19])=[O:16])[CH2:10]1)[C:2]1[CH:3]=[CH:4][CH:5]=[CH:6][CH:7]=1, predict the reactants needed to synthesize it. The reactants are: [CH2:1]([NH:8][C@H:9]1[C@H:13]([OH:14])[CH2:12][N:11]([C:15]([O:17][C:18]([CH3:21])([CH3:20])[CH3:19])=[O:16])[CH2:10]1)[C:2]1[CH:7]=[CH:6][CH:5]=[CH:4][CH:3]=1.[CH:22](=O)[CH3:23].C=O. (4) Given the product [F:27][C:28]([F:36])([F:37])[C:29]1[CH:34]=[CH:33][C:32]([O:35][CH:22]([C:20]2[NH:19][C:18]3[CH:25]=[CH:26][C:15]([C:10]4[CH:11]=[CH:12][CH:13]=[CH:14][C:9]=4[S:6]([NH2:5])(=[O:7])=[O:8])=[CH:16][C:17]=3[N:21]=2)[CH3:23])=[CH:31][CH:30]=1, predict the reactants needed to synthesize it. The reactants are: C([NH:5][S:6]([C:9]1[CH:14]=[CH:13][CH:12]=[CH:11][C:10]=1[C:15]1[CH:26]=[CH:25][C:18]2[NH:19][C:20]([CH:22](Cl)[CH3:23])=[N:21][C:17]=2[CH:16]=1)(=[O:8])=[O:7])(C)(C)C.[F:27][C:28]([F:37])([F:36])[C:29]1[CH:34]=[CH:33][C:32]([OH:35])=[CH:31][CH:30]=1.C([O-])([O-])=O.[Na+].[Na+].[Na+].[I-]. (5) The reactants are: [Cl:1][C:2]1[CH:3]=[C:4]2[N:25]=[C:24]([O:26][C@H:27]3[C@H:31]4[O:32][CH2:33][C@@H:34]([OH:35])[C@H:30]4[O:29][CH2:28]3)[N:23]([CH2:36][O:37][CH2:38][CH2:39][Si:40]([CH3:43])([CH3:42])[CH3:41])[C:5]2=[N:6][C:7]=1[C:8]1[CH:13]=[CH:12][C:11](B2OC(C)(C)C(C)(C)O2)=[CH:10][CH:9]=1.Br[C:45]1[N:50]=[N:49][C:48]([N:51]=[S:52]([CH3:55])([CH3:54])=[O:53])=[CH:47][CH:46]=1. Given the product [Cl:1][C:2]1[CH:3]=[C:4]2[N:25]=[C:24]([O:26][C@@H:27]3[CH2:28][O:29][C@@H:30]4[C@H:34]([OH:35])[CH2:33][O:32][C@H:31]34)[N:23]([CH2:36][O:37][CH2:38][CH2:39][Si:40]([CH3:42])([CH3:41])[CH3:43])[C:5]2=[N:6][C:7]=1[C:8]1[CH:13]=[CH:12][C:11]([C:45]2[N:50]=[N:49][C:48]([N:51]=[S:52]([CH3:55])([CH3:54])=[O:53])=[CH:47][CH:46]=2)=[CH:10][CH:9]=1, predict the reactants needed to synthesize it. (6) Given the product [F:30][C:31]1[CH:35]=[C:34]([B:4]2[O:5][C:6]([CH3:8])([CH3:7])[C:2]([CH3:9])([CH3:1])[O:3]2)[S:33][CH:32]=1, predict the reactants needed to synthesize it. The reactants are: [CH3:1][C:2]1([CH3:9])[C:6]([CH3:8])([CH3:7])[O:5][BH:4][O:3]1.C(C1C=CN=C(C2C=C(C(C)(C)C)C=CN=2)C=1)(C)(C)C.[F:30][C:31]1[CH:35]=[CH:34][S:33][CH:32]=1. (7) Given the product [ClH:34].[NH2:1][CH2:4][CH2:5][CH2:6][C:7]1([C:26]2[CH:31]=[CH:30][CH:29]=[CH:28][CH:27]=2)[N:11]([C:12](=[O:17])[C:13]([CH3:16])([CH3:14])[CH3:15])[N:10]=[C:9]([C:18]2[CH:23]=[C:22]([F:24])[CH:21]=[CH:20][C:19]=2[F:25])[S:8]1, predict the reactants needed to synthesize it. The reactants are: [N:1]([CH2:4][CH2:5][CH2:6][C:7]1([C:26]2[CH:31]=[CH:30][CH:29]=[CH:28][CH:27]=2)[N:11]([C:12](=[O:17])[C:13]([CH3:16])([CH3:15])[CH3:14])[N:10]=[C:9]([C:18]2[CH:23]=[C:22]([F:24])[CH:21]=[CH:20][C:19]=2[F:25])[S:8]1)=[N+]=[N-].CO.[ClH:34].